From a dataset of Forward reaction prediction with 1.9M reactions from USPTO patents (1976-2016). Predict the product of the given reaction. (1) Given the reactants FC(F)(F)C(O)=O.O[C:9]1([C:22]2[CH:27]=[CH:26][C:25]([O:28][CH:29]3[CH2:34][CH2:33][N:32]([CH:35]([CH3:37])[CH3:36])[CH2:31][CH2:30]3)=[CH:24][CH:23]=2)[CH2:14][CH2:13][N:12](C(OC(C)(C)C)=O)[CH2:11][CH2:10]1, predict the reaction product. The product is: [CH3:37][CH:35]([N:32]1[CH2:33][CH2:34][CH:29]([O:28][C:25]2[CH:26]=[CH:27][C:22]([C:9]3[CH2:14][CH2:13][NH:12][CH2:11][CH:10]=3)=[CH:23][CH:24]=2)[CH2:30][CH2:31]1)[CH3:36]. (2) Given the reactants [CH2:1]([O:3][C:4]([N:6]1[C:14]2[C:9](=[N:10][C:11]([Cl:15])=[CH:12][CH:13]=2)[CH:8]=[C:7]1[O:16]C(OCC)=O)=[O:5])[CH3:2].C(=O)([O-])[O-].[NH4+].[NH4+], predict the reaction product. The product is: [CH2:1]([O:3][C:4]([N:6]1[C:14]2[C:9](=[N:10][C:11]([Cl:15])=[CH:12][CH:13]=2)[CH:8]=[C:7]1[OH:16])=[O:5])[CH3:2]. (3) The product is: [Cl:1][C:2]1[C:3]([F:28])=[C:4]([CH:25]=[CH:26][CH:27]=1)[NH:5][C:6]1[C:15]2[C:10](=[CH:11][C:12]([O:23][CH3:24])=[C:13]([O:16][CH:17]3[CH2:22][CH2:21][N:20]([S:39]([CH3:38])(=[O:41])=[O:40])[CH2:19][CH2:18]3)[CH:14]=2)[N:9]=[CH:8][N:7]=1. Given the reactants [Cl:1][C:2]1[C:3]([F:28])=[C:4]([CH:25]=[CH:26][CH:27]=1)[NH:5][C:6]1[C:15]2[C:10](=[CH:11][C:12]([O:23][CH3:24])=[C:13]([O:16][CH:17]3[CH2:22][CH2:21][NH:20][CH2:19][CH2:18]3)[CH:14]=2)[N:9]=[CH:8][N:7]=1.C(N(C(C)C)CC)(C)C.[CH3:38][S:39](Cl)(=[O:41])=[O:40], predict the reaction product. (4) Given the reactants [Si]([O:18][CH2:19][C:20]1[N:21]=[C:22]([C:26]2[CH:31]=[CH:30][CH:29]=[CH:28][CH:27]=2)[N:23]([CH3:25])[CH:24]=1)(C(C)(C)C)(C1C=CC=CC=1)C1C=CC=CC=1.[F-].C([N+](CCCC)(CCCC)CCCC)CCC, predict the reaction product. The product is: [CH3:25][N:23]1[CH:24]=[C:20]([CH2:19][OH:18])[N:21]=[C:22]1[C:26]1[CH:31]=[CH:30][CH:29]=[CH:28][CH:27]=1. (5) Given the reactants [C:1]([O:5][CH:6]([C:10]1[C:11]([CH:29]([CH3:31])[CH3:30])=[N:12][C:13]2[C:14]([CH3:28])([CH3:27])[CH2:15][NH:16][CH2:17][C:18]=2[C:19]=1[C:20]1[CH:25]=[CH:24][C:23]([F:26])=[CH:22][CH:21]=1)[C:7]([OH:9])=[O:8])([CH3:4])([CH3:3])[CH3:2].CCN(CC)CC.[CH3:39][C:40](OC(C)=O)=[O:41], predict the reaction product. The product is: [C:40]([N:16]1[CH2:15][C:14]([CH3:28])([CH3:27])[C:13]2[N:12]=[C:11]([CH:29]([CH3:31])[CH3:30])[C:10]([CH:6]([O:5][C:1]([CH3:4])([CH3:3])[CH3:2])[C:7]([OH:9])=[O:8])=[C:19]([C:20]3[CH:21]=[CH:22][C:23]([F:26])=[CH:24][CH:25]=3)[C:18]=2[CH2:17]1)(=[O:41])[CH3:39]. (6) The product is: [CH2:34]([N:36]([CH2:37][CH2:38][OH:39])[C:1](=[NH:2])[C:3]1[CH:8]=[CH:7][CH:6]=[C:5]([NH:9][C:10]([NH:11][C:12]2[CH:17]=[CH:16][C:15]([S:18](=[O:20])(=[O:19])[NH:21][CH2:22][C:23]3[CH:28]=[CH:27][C:26]([S:29](=[O:32])(=[O:31])[NH2:30])=[CH:25][CH:24]=3)=[CH:14][CH:13]=2)=[O:33])[CH:4]=1)[CH3:35]. Given the reactants [C:1]([C:3]1[CH:4]=[C:5]([NH:9][C:10](=[O:33])[NH:11][C:12]2[CH:17]=[CH:16][C:15]([S:18]([NH:21][CH2:22][C:23]3[CH:28]=[CH:27][C:26]([S:29](=[O:32])(=[O:31])[NH2:30])=[CH:25][CH:24]=3)(=[O:20])=[O:19])=[CH:14][CH:13]=2)[CH:6]=[CH:7][CH:8]=1)#[N:2].[CH2:34]([NH:36][CH2:37][CH2:38][OH:39])[CH3:35], predict the reaction product. (7) Given the reactants Cl[C:2]1[N:3]=[C:4]([NH:18][CH3:19])[C:5]2[N:6]=[C:7]([NH:14][CH2:15][CH2:16][CH3:17])[N:8]=[C:9]([NH:12][CH3:13])[C:10]=2[N:11]=1.Cl.[F:21][C:22]1([F:28])[CH2:27][CH2:26][NH:25][CH2:24][CH2:23]1.C(N(CC)C(C)C)(C)C.C([O-])(O)=O.[Na+], predict the reaction product. The product is: [CH2:15]([NH:14][C:7]1[N:8]=[C:9]([NH:12][CH3:13])[C:10]2[N:11]=[C:2]([N:25]3[CH2:26][CH2:27][C:22]([F:28])([F:21])[CH2:23][CH2:24]3)[N:3]=[C:4]([NH:18][CH3:19])[C:5]=2[N:6]=1)[CH2:16][CH3:17]. (8) Given the reactants [CH3:1][S:2][CH:3]([O:11][C:12]1[CH:17]=[C:16]([Cl:18])[CH:15]=[C:14]([Cl:19])[CH:13]=1)[C:4]([O:6]C(C)(C)C)=[O:5].[OH-].[Na+], predict the reaction product. The product is: [CH3:1][S:2][CH:3]([O:11][C:12]1[CH:13]=[C:14]([Cl:19])[CH:15]=[C:16]([Cl:18])[CH:17]=1)[C:4]([OH:6])=[O:5].